From a dataset of Reaction yield outcomes from USPTO patents with 853,638 reactions. Predict the reaction yield, written as a fraction of the theoretical maximum amount of product (1.0 means a 100% yield; for example, 0.34 means a 34% yield). (1) The reactants are [CH3:1][C:2]1[CH:11]=[CH:10][C:9]([NH2:12])=[C:8]2[C:3]=1[CH:4]=[CH:5][CH:6]=[N:7]2.[C:13]1([S:19](Cl)(=[O:21])=[O:20])[CH:18]=[CH:17][CH:16]=[CH:15][CH:14]=1. The catalyst is C(Cl)Cl. The product is [CH3:1][C:2]1[CH:11]=[CH:10][C:9]([NH:12][S:19]([C:13]2[CH:18]=[CH:17][CH:16]=[CH:15][CH:14]=2)(=[O:21])=[O:20])=[C:8]2[C:3]=1[CH:4]=[CH:5][CH:6]=[N:7]2. The yield is 0.280. (2) The reactants are [Cl:1][C:2]1[CH:24]=[CH:23][CH:22]=[C:21]([C:25]([F:28])([F:27])[F:26])[C:3]=1[C:4]([N:6]1[C:14]2[C:9](=[C:10]([F:15])[CH:11]=[CH:12][CH:13]=2)[C:8]([C:16]([O:18]CC)=[O:17])=[N:7]1)=[O:5].O[Li].O.Cl. The catalyst is C1COCC1.O. The product is [Cl:1][C:2]1[CH:24]=[CH:23][CH:22]=[C:21]([C:25]([F:26])([F:28])[F:27])[C:3]=1[C:4]([N:6]1[C:14]2[C:9](=[C:10]([F:15])[CH:11]=[CH:12][CH:13]=2)[C:8]([C:16]([OH:18])=[O:17])=[N:7]1)=[O:5]. The yield is 0.900. (3) The reactants are NC1C=CC(S(NC2C=CC=CC=2C)(=O)=O)=CC=1.[N+:19]([C:22]1[CH:27]=[CH:26][C:25]([S:28]([NH:31][C:32]2[CH:37]=[CH:36][CH:35]=[CH:34][C:33]=2C)(=[O:30])=[O:29])=[CH:24][CH:23]=1)([O-:21])=[O:20].[B-].[Na+].[CH3:41][OH:42].C1[CH2:47][O:46]CC1. The catalyst is O.O.O.O.O.O.[Ni](Cl)Cl. The product is [CH3:41][O:42][C:26]1[CH:27]=[C:22]([N+:19]([O-:21])=[O:20])[CH:23]=[CH:24][C:25]=1[S:28]([NH:31][C:32]1[CH:37]=[CH:36][C:35]([O:46][CH3:47])=[CH:34][CH:33]=1)(=[O:30])=[O:29]. The yield is 1.00. (4) The reactants are [CH3:1][O:2][C:3]([CH:5](P(OC)(OC)=O)[NH:6][C:7]([O:9][CH2:10][C:11]1[CH:16]=[CH:15][CH:14]=[CH:13][CH:12]=1)=[O:8])=[O:4].CN(C)C(N(C)C)=N.[CH3:31][C:32]1[CH:33]=[C:34]([CH:37]=[C:38]([N+:43]([O-:45])=[O:44])[C:39]=1[N+:40]([O-:42])=[O:41])[CH:35]=O. The catalyst is O1CCCC1. The product is [CH3:1][O:2][C:3](/[C:5](/[NH:6][C:7](=[O:8])[O:9][CH2:10][C:11]1[CH:12]=[CH:13][CH:14]=[CH:15][CH:16]=1)=[CH:35]/[C:34]1[CH:37]=[C:38]([N+:43]([O-:45])=[O:44])[C:39]([N+:40]([O-:42])=[O:41])=[C:32]([CH3:31])[CH:33]=1)=[O:4]. The yield is 0.620. (5) The catalyst is C(OCC)(=O)C. The reactants are [F:1][C:2]1[CH:7]=[CH:6][C:5]([C:8]2[N:12]([CH3:13])[N:11]=[CH:10][C:9]=2/[CH:14]=[CH:15]/[C:16]([NH:18][C:19]2[CH:24]=[CH:23][C:22]([CH2:25][CH:26]([OH:30])[C:27]([OH:29])=O)=[CH:21][CH:20]=2)=[O:17])=[CH:4][CH:3]=1.[C:31](Cl)(=[O:35])[O:32][CH2:33][CH3:34].C(N(CC)CC)C.[NH3:44]. The product is [CH2:33]([O:32][C:31]([O:30][CH:26]([CH2:25][C:22]1[CH:21]=[CH:20][C:19]([NH:18][C:16](=[O:17])/[CH:15]=[CH:14]/[C:9]2[CH:10]=[N:11][N:12]([CH3:13])[C:8]=2[C:5]2[CH:4]=[CH:3][C:2]([F:1])=[CH:7][CH:6]=2)=[CH:24][CH:23]=1)[C:27]([NH2:44])=[O:29])=[O:35])[CH3:34]. The yield is 0.980. (6) The reactants are [S:1]1[CH2:5][C:4](=[O:6])[NH:3][C:2]1=[O:7].Br[CH2:9][C:10]1[CH:19]=[CH:18][C:13]([C:14]([O:16][CH3:17])=[O:15])=[CH:12][CH:11]=1.C(=O)([O-])[O-].[K+].[K+].CN(C)C=O. The catalyst is O. The product is [CH3:17][O:16][C:14]([C:13]1[CH:18]=[CH:19][C:10]([CH2:9][N:3]2[C:4](=[O:6])[CH2:5][S:1][C:2]2=[O:7])=[CH:11][CH:12]=1)=[O:15]. The yield is 0.881. (7) The reactants are FC(F)(F)S(O[C:7]1[CH:16]=[C:15]2[C:10]([CH:11]=[CH:12][CH:13]=[C:14]2[C:17]([O:19][CH3:20])=[O:18])=[CH:9][CH:8]=1)(=O)=O.CC1(C)C(C)(C)OB([C:31]2[CH:36]=[CH:35][C:34]([OH:37])=[CH:33][CH:32]=2)O1. The catalyst is COCCOC.C([O-])([O-])=O.[Na+].[Na+]. The yield is 0.777. The product is [OH:37][C:34]1[CH:35]=[CH:36][C:31]([C:7]2[CH:16]=[C:15]3[C:10]([CH:11]=[CH:12][CH:13]=[C:14]3[C:17]([O:19][CH3:20])=[O:18])=[CH:9][CH:8]=2)=[CH:32][CH:33]=1. (8) The reactants are [F:1][C:2]1[CH:7]=[C:6]([F:8])[CH:5]=[CH:4][C:3]=1[C:9]1[N:14]=[CH:13][N:12]=[C:11]([N:15]2[CH2:20][CH2:19][N:18](C(OC(C)(C)C)=O)[CH2:17][CH2:16]2)[CH:10]=1.C(OCC)(=O)C.Cl. The catalyst is C(OCC)(=O)C. The product is [F:1][C:2]1[CH:7]=[C:6]([F:8])[CH:5]=[CH:4][C:3]=1[C:9]1[CH:10]=[C:11]([N:15]2[CH2:16][CH2:17][NH:18][CH2:19][CH2:20]2)[N:12]=[CH:13][N:14]=1. The yield is 0.830.